This data is from Full USPTO retrosynthesis dataset with 1.9M reactions from patents (1976-2016). The task is: Predict the reactants needed to synthesize the given product. (1) Given the product [NH2:24][C:8]1[N:7]=[C:6]([O:5][CH2:1][CH2:2][CH2:3][CH3:4])[N:14]=[C:13]2[C:9]=1[NH:10][C:11](=[O:22])[N:12]2[CH2:15][CH2:16][CH:17]1[CH2:21][CH2:20][CH2:19][O:18]1, predict the reactants needed to synthesize it. The reactants are: [CH2:1]([O:5][C:6]1[N:14]=[C:13]2[C:9]([N:10]=[C:11]([O:22]C)[N:12]2[CH2:15][CH2:16][CH:17]2[CH2:21][CH2:20][CH2:19][O:18]2)=[C:8]([NH2:24])[N:7]=1)[CH2:2][CH2:3][CH3:4].Cl.[OH-].[Na+].C(=O)([O-])O.[Na+]. (2) Given the product [CH3:33][O:3][C@:4]1([C:20]2[CH:29]=[C:28]([CH:30]=[CH2:31])[C:27]3[C:22](=[CH:23][CH:24]=[CH:25][CH:26]=3)[CH:21]=2)[CH2:8][N:7]([C:9]([O:11][C:12]([CH3:13])([CH3:14])[CH3:15])=[O:10])[C@H:6]([C:16]([O:18][CH3:19])=[O:17])[CH2:5]1, predict the reactants needed to synthesize it. The reactants are: [H-].[Na+].[OH:3][C@:4]1([C:20]2[CH:29]=[C:28]([CH:30]=[CH2:31])[C:27]3[C:22](=[CH:23][CH:24]=[CH:25][CH:26]=3)[CH:21]=2)[CH2:8][N:7]([C:9]([O:11][C:12]([CH3:15])([CH3:14])[CH3:13])=[O:10])[C@H:6]([C:16]([O:18][CH3:19])=[O:17])[CH2:5]1.I[CH3:33]. (3) Given the product [CH3:19][C:16]1[CH:17]=[CH:18][C:13]([CH2:12][S:9]([CH2:8][CH2:7][CH2:6][N:20]2[CH2:25][CH2:24][O:23][CH2:22][CH2:21]2)(=[O:11])=[O:10])=[CH:14][CH:15]=1, predict the reactants needed to synthesize it. The reactants are: CS(O[CH2:6][CH2:7][CH2:8][S:9]([CH2:12][C:13]1[CH:18]=[CH:17][C:16]([CH3:19])=[CH:15][CH:14]=1)(=[O:11])=[O:10])(=O)=O.[NH:20]1[CH2:25][CH2:24][O:23][CH2:22][CH2:21]1. (4) Given the product [OH:3][CH2:4][CH2:5][O:6][C:7]1[CH:8]=[C:9]([C:13]([CH2:29][CH3:30])=[C:14]([C:15]2[CH:16]=[CH:17][C:18]([OH:21])=[CH:19][CH:20]=2)[C:22]2[CH:27]=[CH:26][C:25]([OH:28])=[CH:24][CH:23]=2)[CH:10]=[CH:11][CH:12]=1, predict the reactants needed to synthesize it. The reactants are: C([O:3][C:4](=O)[CH2:5][O:6][C:7]1[CH:12]=[CH:11][CH:10]=[C:9]([C:13]([CH2:29][CH3:30])=[C:14]([C:22]2[CH:27]=[CH:26][C:25]([OH:28])=[CH:24][CH:23]=2)[C:15]2[CH:20]=[CH:19][C:18]([OH:21])=[CH:17][CH:16]=2)[CH:8]=1)C.[H-].[H-].[H-].[H-].[Li+].[Al+3]. (5) Given the product [I:23][C:21]1[C:18]([CH:19]=[O:20])=[CH:17][N:16]=[C:15]([O:14][CH3:13])[CH:22]=1, predict the reactants needed to synthesize it. The reactants are: CN(C)CCNC.[Li]CCCC.[CH3:13][O:14][C:15]1[CH:22]=[CH:21][C:18]([CH:19]=[O:20])=[CH:17][N:16]=1.[I:23]I. (6) Given the product [ClH:35].[ClH:35].[F:1][C:2]1[C:7]([C:8]2[C:9](=[O:34])[NH:10][C:11](=[O:33])[N:12]([CH2:14][CH2:15][CH2:16][N:17]3[CH2:22][C@H:21]4[C@:19]([C:23]5[CH:28]=[CH:27][C:26]([C:29]([F:32])([F:31])[F:30])=[CH:25][CH:24]=5)([CH2:20]4)[CH2:18]3)[N:13]=2)=[CH:6][CH:5]=[CH:4][N:3]=1, predict the reactants needed to synthesize it. The reactants are: [F:1][C:2]1[C:7]([C:8]2[C:9](=[O:34])[NH:10][C:11](=[O:33])[N:12]([CH2:14][CH2:15][CH2:16][N:17]3[CH2:22][C@H:21]4[C@:19]([C:23]5[CH:28]=[CH:27][C:26]([C:29]([F:32])([F:31])[F:30])=[CH:25][CH:24]=5)([CH2:20]4)[CH2:18]3)[N:13]=2)=[CH:6][CH:5]=[CH:4][N:3]=1.[ClH:35].CO.